This data is from Forward reaction prediction with 1.9M reactions from USPTO patents (1976-2016). The task is: Predict the product of the given reaction. (1) Given the reactants [O:1]1[C:6]2[CH:7]=[CH:8][C:9]([CH2:11][C:12]3[CH:13]=[C:14]([C@@H:20]4[O:25][C@H:24]([CH2:26][O:27][C:28](=[O:41])[C@H:29]([NH:33]C(OC(C)(C)C)=O)[CH:30]([CH3:32])[CH3:31])[C@@H:23]([OH:42])[C@H:22]([OH:43])[C@H:21]4[OH:44])[CH:15]=[CH:16][C:17]=3[CH2:18][CH3:19])=[CH:10][C:5]=2[O:4][CH2:3][CH2:2]1.Cl, predict the reaction product. The product is: [O:1]1[C:6]2[CH:7]=[CH:8][C:9]([CH2:11][C:12]3[CH:13]=[C:14]([C@@H:20]4[O:25][C@H:24]([CH2:26][O:27][C:28](=[O:41])[C@H:29]([NH2:33])[CH:30]([CH3:32])[CH3:31])[C@@H:23]([OH:42])[C@H:22]([OH:43])[C@H:21]4[OH:44])[CH:15]=[CH:16][C:17]=3[CH2:18][CH3:19])=[CH:10][C:5]=2[O:4][CH2:3][CH2:2]1. (2) Given the reactants Cl[CH2:2][C:3]1[CH:15]=[CH:14][C:6]([CH2:7][N:8]2[CH:12]=[C:11]([CH3:13])[CH:10]=[N:9]2)=[CH:5][CH:4]=1.[C:16]([O:20][C:21]([CH3:24])([CH3:23])[CH3:22])(=[O:19])[NH:17][NH2:18].C(N(CC)C(C)C)(C)C.[Cl-], predict the reaction product. The product is: [C:21]([O:20][C:16]([NH:17][NH:18][CH2:2][C:3]1[CH:15]=[CH:14][C:6]([CH2:7][N:8]2[CH:12]=[C:11]([CH3:13])[CH:10]=[N:9]2)=[CH:5][CH:4]=1)=[O:19])([CH3:24])([CH3:23])[CH3:22]. (3) Given the reactants [CH3:1][C:2]1[CH:8]=[C:7]([Br:9])[CH:6]=[CH:5][C:3]=1[NH2:4].[CH3:10][O:11][C:12]([C:14]1([CH2:20][CH:21]=O)[CH2:19][CH2:18][O:17][CH2:16][CH2:15]1)=[O:13].C(O)(=O)C.[BH-](OC(C)=O)(OC(C)=O)OC(C)=O.[Na+].NC1C=CC=CC=1, predict the reaction product. The product is: [CH3:10][O:11][C:12]([C:14]1([CH2:20][CH2:21][NH:4][C:3]2[CH:5]=[CH:6][C:7]([Br:9])=[CH:8][C:2]=2[CH3:1])[CH2:15][CH2:16][O:17][CH2:18][CH2:19]1)=[O:13]. (4) Given the reactants [CH3:1][S:2][C:3]1[CH:4]=[CH:5][C:6]([N+:9]([O-])=O)=[N:7][CH:8]=1, predict the reaction product. The product is: [NH2:9][C:6]1[CH:5]=[CH:4][C:3]([S:2][CH3:1])=[CH:8][N:7]=1. (5) Given the reactants [F:1][C:2]([Si](C)(C)C)([F:4])[F:3].[Cl:9][C:10]1[CH:15]=[CH:14][C:13]([O:16][CH3:17])=[CH:12][C:11]=1[CH:18]([CH3:32])[C:19]([C:21]1[CH:22]=[CH:23][C:24]2[O:28][C:27](=[O:29])[N:26]([CH3:30])[C:25]=2[CH:31]=1)=[O:20].O.O.O.[F-].C([N+](CCCC)(CCCC)CCCC)CCC, predict the reaction product. The product is: [Cl:9][C:10]1[CH:15]=[CH:14][C:13]([O:16][CH3:17])=[CH:12][C:11]=1[CH:18]([CH3:32])[C:19]([C:21]1[CH:22]=[CH:23][C:24]2[O:28][C:27](=[O:29])[N:26]([CH3:30])[C:25]=2[CH:31]=1)([OH:20])[C:2]([F:4])([F:3])[F:1]. (6) Given the reactants [CH3:1][C:2]1[N:3]=[C:4]([C:9]2[CH:14]=[CH:13][CH:12]=[CH:11][CH:10]=2)[S:5][C:6]=1[CH:7]=O.[CH3:15][O:16][C:17]1[CH:18]=[C:19]([CH:23]=[CH:24][C:25]=1[O:26][CH3:27])[CH2:20][C:21]#[N:22], predict the reaction product. The product is: [CH3:15][O:16][C:17]1[CH:18]=[C:19](/[C:20](=[CH:7]/[C:6]2[S:5][C:4]([C:9]3[CH:14]=[CH:13][CH:12]=[CH:11][CH:10]=3)=[N:3][C:2]=2[CH3:1])/[C:21]#[N:22])[CH:23]=[CH:24][C:25]=1[O:26][CH3:27]. (7) Given the reactants C[O:2][C:3]([C@@H:5]1[CH2:9][C@@H:8]([S:10]([C:13]2[CH:18]=[CH:17][C:16]([F:19])=[CH:15][C:14]=2[Cl:20])(=[O:12])=[O:11])[CH2:7][N:6]1[C:21]1[N:22]([CH:27]2[CH2:30][CH2:29][CH2:28]2)[N:23]=[C:24]([CH3:26])[CH:25]=1)=[O:4].[OH-].[Li+], predict the reaction product. The product is: [Cl:20][C:14]1[CH:15]=[C:16]([F:19])[CH:17]=[CH:18][C:13]=1[S:10]([C@H:8]1[CH2:7][N:6]([C:21]2[N:22]([CH:27]3[CH2:30][CH2:29][CH2:28]3)[N:23]=[C:24]([CH3:26])[CH:25]=2)[C@H:5]([C:3]([OH:4])=[O:2])[CH2:9]1)(=[O:12])=[O:11]. (8) Given the reactants [CH3:1][N:2]1[C:10]2[C:5](=[CH:6][CH:7]=[CH:8][CH:9]=2)[C:4]([C:11]([O:13]C)=[O:12])=[N:3]1.[OH-].[Na+], predict the reaction product. The product is: [CH3:1][N:2]1[C:10]2[C:5](=[CH:6][CH:7]=[CH:8][CH:9]=2)[C:4]([C:11]([OH:13])=[O:12])=[N:3]1. (9) Given the reactants [OH:1][C:2]1[CH:21]=[CH:20][C:5]2[O:6][CH2:7][C:8]3[CH:19]=[CH:18][CH:17]=[CH:16][C:9]=3/[C:10](=[CH:11]/[CH2:12][CH2:13][NH:14][CH3:15])/[C:4]=2[CH:3]=1, predict the reaction product. The product is: [OH:1][C:2]1[CH:21]=[CH:20][C:5]2[O:6][CH2:7][C:8]3[CH:19]=[CH:18][CH:17]=[CH:16][C:9]=3/[C:10](=[CH:11]\[CH2:12][CH2:13][NH:14][CH3:15])/[C:4]=2[CH:3]=1.